This data is from Peptide-MHC class I binding affinity with 185,985 pairs from IEDB/IMGT. The task is: Regression. Given a peptide amino acid sequence and an MHC pseudo amino acid sequence, predict their binding affinity value. This is MHC class I binding data. (1) The peptide sequence is LPEFERRTL. The binding affinity (normalized) is 0.739. The MHC is HLA-B35:01 with pseudo-sequence HLA-B35:01. (2) The peptide sequence is AMTMFYPGV. The MHC is HLA-A02:03 with pseudo-sequence HLA-A02:03. The binding affinity (normalized) is 0.733. (3) The peptide sequence is TEGEGRVIL. The MHC is HLA-A02:19 with pseudo-sequence HLA-A02:19. The binding affinity (normalized) is 0.0847. (4) The peptide sequence is FTPSDYFPSV. The MHC is HLA-A02:03 with pseudo-sequence HLA-A02:03. The binding affinity (normalized) is 0.446.